This data is from NCI-60 drug combinations with 297,098 pairs across 59 cell lines. The task is: Regression. Given two drug SMILES strings and cell line genomic features, predict the synergy score measuring deviation from expected non-interaction effect. (1) Drug 1: CC1=C2C(C(=O)C3(C(CC4C(C3C(C(C2(C)C)(CC1OC(=O)C(C(C5=CC=CC=C5)NC(=O)OC(C)(C)C)O)O)OC(=O)C6=CC=CC=C6)(CO4)OC(=O)C)OC)C)OC. Drug 2: CC1C(C(=O)NC(C(=O)N2CCCC2C(=O)N(CC(=O)N(C(C(=O)O1)C(C)C)C)C)C(C)C)NC(=O)C3=C4C(=C(C=C3)C)OC5=C(C(=O)C(=C(C5=N4)C(=O)NC6C(OC(=O)C(N(C(=O)CN(C(=O)C7CCCN7C(=O)C(NC6=O)C(C)C)C)C)C(C)C)C)N)C. Cell line: OVCAR-5. Synergy scores: CSS=54.2, Synergy_ZIP=10.5, Synergy_Bliss=9.48, Synergy_Loewe=-2.76, Synergy_HSA=9.13. (2) Drug 1: COC1=C(C=C2C(=C1)N=CN=C2NC3=CC(=C(C=C3)F)Cl)OCCCN4CCOCC4. Drug 2: CCC1(C2=C(COC1=O)C(=O)N3CC4=CC5=C(C=CC(=C5CN(C)C)O)N=C4C3=C2)O.Cl. Cell line: MOLT-4. Synergy scores: CSS=69.6, Synergy_ZIP=-1.76, Synergy_Bliss=0.802, Synergy_Loewe=-5.69, Synergy_HSA=3.57. (3) Drug 1: CC1=C2C(C(=O)C3(C(CC4C(C3C(C(C2(C)C)(CC1OC(=O)C(C(C5=CC=CC=C5)NC(=O)C6=CC=CC=C6)O)O)OC(=O)C7=CC=CC=C7)(CO4)OC(=O)C)O)C)OC(=O)C. Drug 2: COCCOC1=C(C=C2C(=C1)C(=NC=N2)NC3=CC=CC(=C3)C#C)OCCOC.Cl. Cell line: HCT-15. Synergy scores: CSS=-3.50, Synergy_ZIP=3.33, Synergy_Bliss=5.95, Synergy_Loewe=-3.18, Synergy_HSA=-2.00. (4) Drug 1: CC(C1=C(C=CC(=C1Cl)F)Cl)OC2=C(N=CC(=C2)C3=CN(N=C3)C4CCNCC4)N. Drug 2: C(CC(=O)O)C(=O)CN.Cl. Cell line: SR. Synergy scores: CSS=57.3, Synergy_ZIP=0.432, Synergy_Bliss=1.97, Synergy_Loewe=-33.0, Synergy_HSA=1.05. (5) Drug 1: CN1CCC(CC1)COC2=C(C=C3C(=C2)N=CN=C3NC4=C(C=C(C=C4)Br)F)OC. Drug 2: C1CC(=O)NC(=O)C1N2C(=O)C3=CC=CC=C3C2=O. Cell line: NCI/ADR-RES. Synergy scores: CSS=10.6, Synergy_ZIP=2.93, Synergy_Bliss=9.06, Synergy_Loewe=3.48, Synergy_HSA=7.45. (6) Drug 1: C#CCC(CC1=CN=C2C(=N1)C(=NC(=N2)N)N)C3=CC=C(C=C3)C(=O)NC(CCC(=O)O)C(=O)O. Drug 2: C1CN(CCN1C(=O)CCBr)C(=O)CCBr. Cell line: MCF7. Synergy scores: CSS=18.0, Synergy_ZIP=-5.44, Synergy_Bliss=-2.06, Synergy_Loewe=4.73, Synergy_HSA=1.01. (7) Drug 1: COC1=C(C=C2C(=C1)N=CN=C2NC3=CC(=C(C=C3)F)Cl)OCCCN4CCOCC4. Drug 2: COC1=C2C(=CC3=C1OC=C3)C=CC(=O)O2. Cell line: T-47D. Synergy scores: CSS=13.4, Synergy_ZIP=-5.92, Synergy_Bliss=-2.48, Synergy_Loewe=-4.27, Synergy_HSA=-0.189.